This data is from Full USPTO retrosynthesis dataset with 1.9M reactions from patents (1976-2016). The task is: Predict the reactants needed to synthesize the given product. (1) The reactants are: [Cl:1][C:2]1[N:7]=[C:6]([NH:8][NH:9][C:10](=[O:29])[C@H:11]([CH2:23][CH:24]2[CH2:28][CH2:27][CH2:26][CH2:25]2)[CH2:12][N:13]([O:16]C2CCCCO2)[CH:14]=[O:15])[C:5]([F:30])=[C:4]([N:31]2[CH2:36][CH2:35][N:34]([CH3:37])[CH2:33][CH2:32]2)[N:3]=1.CC(O)=O. Given the product [Cl:1][C:2]1[N:7]=[C:6]([NH:8][NH:9][C:10](=[O:29])[C@H:11]([CH2:23][CH:24]2[CH2:25][CH2:26][CH2:27][CH2:28]2)[CH2:12][N:13]([OH:16])[CH:14]=[O:15])[C:5]([F:30])=[C:4]([N:31]2[CH2:36][CH2:35][N:34]([CH3:37])[CH2:33][CH2:32]2)[N:3]=1, predict the reactants needed to synthesize it. (2) Given the product [O:1]1[C:9]2[CH:8]=[CH:7][CH:6]=[CH:5][C:4]=2[CH:3]=[C:2]1[C:10]1[CH:11]=[C:12]2[C:17](=[CH:18][CH:19]=1)[N:16]=[C:15]([C:20]([F:23])([F:22])[F:21])[CH:14]=[C:13]2[CH:2]([O:1][CH:5]([C:4]1[NH:32][N:30]=[N:29][N:28]=1)[C:13]1[C:12]2[C:17](=[CH:18][CH:19]=[C:10]([C:2]3[O:1][C:9]4[CH:8]=[CH:7][CH:6]=[CH:5][C:4]=4[CH:3]=3)[CH:11]=2)[N:16]=[C:15]([C:20]([F:22])([F:21])[F:23])[CH:14]=1)[C:3]1[NH:32][N:30]=[N:29][N:28]=1, predict the reactants needed to synthesize it. The reactants are: [O:1]1[C:5]2[CH:6]=[CH:7][CH:8]=[CH:9][C:4]=2[CH:3]=[C:2]1[C:10]1[CH:11]=[C:12]2[C:17](=[CH:18][CH:19]=1)[N:16]=[C:15]([C:20]([F:23])([F:22])[F:21])[CH:14]=[C:13]2OCC#N.[N-:28]=[N+:29]=[N-:30].[Na+].[NH4+:32].[Cl-]. (3) Given the product [NH2:1][C:2]1[N:10]=[CH:9][N:8]=[C:7]2[C:3]=1[N:4]=[CH:5][N:6]2[C@@H:11]1[O:12][C@H:13]([CH2:21][N:22]([CH2:41][CH3:42])[C:23](=[O:40])[CH2:24][CH2:25][NH:26][C:27]([NH:29][C:30]2[CH:35]=[CH:34][C:33]([C:36]([CH3:38])([CH3:37])[CH3:39])=[CH:32][CH:31]=2)=[O:28])[C@@H:14]([OH:18])[C@H:15]1[OH:16], predict the reactants needed to synthesize it. The reactants are: [NH2:1][C:2]1[N:10]=[CH:9][N:8]=[C:7]2[C:3]=1[N:4]=[CH:5][N:6]2[C@H:11]1[C@@H:15]2[O:16]C(C)(C)[O:18][C@@H:14]2[C@@H:13]([CH2:21][N:22]([CH2:41][CH3:42])[C:23](=[O:40])[CH2:24][CH2:25][NH:26][C:27]([NH:29][C:30]2[CH:35]=[CH:34][C:33]([C:36]([CH3:39])([CH3:38])[CH3:37])=[CH:32][CH:31]=2)=[O:28])[O:12]1. (4) Given the product [Cl:18][C:14]1[CH:13]=[C:12]([C:8]2[CH:7]=[C:6]([NH:5][C:3](=[O:4])[C@@H:2]([NH:1][CH2:36][C:37]([O:39][CH2:40][CH3:41])=[O:38])[CH2:19][C:20]3[CH:25]=[CH:24][CH:23]=[CH:22][CH:21]=3)[N:10]([CH3:11])[N:9]=2)[CH:17]=[CH:16][N:15]=1, predict the reactants needed to synthesize it. The reactants are: [NH2:1][C@@H:2]([CH2:19][C:20]1[CH:25]=[CH:24][CH:23]=[CH:22][CH:21]=1)[C:3]([NH:5][C:6]1[N:10]([CH3:11])[N:9]=[C:8]([C:12]2[CH:17]=[CH:16][N:15]=[C:14]([Cl:18])[CH:13]=2)[CH:7]=1)=[O:4].CCN(C(C)C)C(C)C.Br[CH2:36][C:37]([O:39][CH2:40][CH3:41])=[O:38]. (5) Given the product [C:1]([C:4]1[CH:5]=[C:6]([CH:17]=[CH:18][CH:19]=1)[O:7][C:8]1[CH:9]=[CH:10][C:11]([N+:14]([O-:16])=[O:15])=[CH:12][CH:13]=1)([OH:3])=[O:2].[CH3:27][N:23]1[CH2:24][CH2:25][CH2:26][CH:22]1[CH2:21][NH:20][C:1]([C:4]1[CH:5]=[C:6]([CH:17]=[CH:18][CH:19]=1)[O:7][C:8]1[CH:13]=[CH:12][C:11]([N+:14]([O-:16])=[O:15])=[CH:10][CH:9]=1)=[O:3], predict the reactants needed to synthesize it. The reactants are: [C:1]([C:4]1[CH:5]=[C:6]([CH:17]=[CH:18][CH:19]=1)[O:7][C:8]1[CH:13]=[CH:12][C:11]([N+:14]([O-:16])=[O:15])=[CH:10][CH:9]=1)([OH:3])=[O:2].[NH2:20][CH2:21][CH:22]1[CH2:26][CH2:25][CH2:24][N:23]1[CH2:27]C. (6) Given the product [C:66]([N:58]([CH2:57][C:48]1[CH:49]=[C:50]([C:53]([F:55])([F:54])[F:56])[CH:51]=[CH:52][C:47]=1[C:45]1[CH:46]=[C:41]([CH2:40][C:39]([OH:70])=[O:38])[C:42]([Cl:69])=[N:43][CH:44]=1)[CH2:59][C:60]1[CH:65]=[CH:64][CH:63]=[CH:62][CH:61]=1)(=[O:68])[CH3:67], predict the reactants needed to synthesize it. The reactants are: C(OC(=O)CC1C=NC(Cl)=C(C2C=CC(C(F)(F)F)=CC=2CN(C(=O)C)CC2C=CC=CC=2)C=1)C.C([O:38][C:39](=[O:70])[CH2:40][C:41]1[C:42]([Cl:69])=[N:43][CH:44]=[C:45]([C:47]2[CH:52]=[CH:51][C:50]([C:53]([F:56])([F:55])[F:54])=[CH:49][C:48]=2[CH2:57][N:58]([C:66](=[O:68])[CH3:67])[CH2:59][C:60]2[CH:65]=[CH:64][CH:63]=[CH:62][CH:61]=2)[CH:46]=1)C. (7) Given the product [CH2:1]([N:4]1[C:12]2[C:7](=[CH:8][CH:9]=[CH:10][C:11]=2[F:13])[C:6]([C:14]2[CH:19]=[CH:18][C:17]([OH:20])=[CH:16][C:15]=2[OH:22])=[N:5]1)[CH:2]=[CH2:3], predict the reactants needed to synthesize it. The reactants are: [CH2:1]([N:4]1[C:12]2[C:7](=[CH:8][CH:9]=[CH:10][C:11]=2[F:13])[C:6]([C:14]2[CH:19]=[CH:18][C:17]([O:20]C)=[CH:16][C:15]=2[O:22]C)=[N:5]1)[CH:2]=[CH2:3].B(Br)(Br)Br.C1CCCCC=1. (8) Given the product [CH3:7][N:6]1[C:2]([N:17]2[CH2:18][CH:11]3[O:19][CH:15]([CH2:14][N:13]([C:20]([O:22][C:23]([CH3:26])([CH3:25])[CH3:24])=[O:21])[CH2:12]3)[CH2:16]2)=[C:3]([N+:8]([O-:10])=[O:9])[CH:4]=[N:5]1, predict the reactants needed to synthesize it. The reactants are: Cl[C:2]1[N:6]([CH3:7])[N:5]=[CH:4][C:3]=1[N+:8]([O-:10])=[O:9].[CH:11]12[O:19][CH:15]([CH2:16][NH:17][CH2:18]1)[CH2:14][N:13]([C:20]([O:22][C:23]([CH3:26])([CH3:25])[CH3:24])=[O:21])[CH2:12]2.C(N(C(C)C)CC)(C)C. (9) Given the product [CH:1]([O:4][C:5]([N:7]1[CH2:8][CH2:9][CH:10]([O:13][C:19]2[C:20]([CH3:21])=[C:15]([Cl:14])[N:16]=[CH:17][N:18]=2)[CH2:11][CH2:12]1)=[O:6])([CH3:3])[CH3:2], predict the reactants needed to synthesize it. The reactants are: [CH:1]([O:4][C:5]([N:7]1[CH2:12][CH2:11][CH:10]([OH:13])[CH2:9][CH2:8]1)=[O:6])([CH3:3])[CH3:2].[Cl:14][C:15]1[C:20]([CH3:21])=[C:19](Cl)[N:18]=[CH:17][N:16]=1. (10) Given the product [S:5]1[C:4]2=[N:1][CH:14]=[CH:15][CH:16]=[C:8]2[CH:7]=[CH:6]1, predict the reactants needed to synthesize it. The reactants are: [N+:1]([C:4]1[S:5][CH:6]=[CH:7][CH:8]=1)([O-])=O.Cl.[Sn].CCO[CH:14](OCC)[CH2:15][CH:16](OCC)OCC.N.O.